This data is from NCI-60 drug combinations with 297,098 pairs across 59 cell lines. The task is: Regression. Given two drug SMILES strings and cell line genomic features, predict the synergy score measuring deviation from expected non-interaction effect. (1) Drug 1: C1CCC(CC1)NC(=O)N(CCCl)N=O. Drug 2: CNC(=O)C1=NC=CC(=C1)OC2=CC=C(C=C2)NC(=O)NC3=CC(=C(C=C3)Cl)C(F)(F)F. Cell line: SK-OV-3. Synergy scores: CSS=25.9, Synergy_ZIP=-9.35, Synergy_Bliss=-2.72, Synergy_Loewe=-10.1, Synergy_HSA=-1.78. (2) Drug 1: CC1=C(C=C(C=C1)NC(=O)C2=CC=C(C=C2)CN3CCN(CC3)C)NC4=NC=CC(=N4)C5=CN=CC=C5. Drug 2: CC1=C(N=C(N=C1N)C(CC(=O)N)NCC(C(=O)N)N)C(=O)NC(C(C2=CN=CN2)OC3C(C(C(C(O3)CO)O)O)OC4C(C(C(C(O4)CO)O)OC(=O)N)O)C(=O)NC(C)C(C(C)C(=O)NC(C(C)O)C(=O)NCCC5=NC(=CS5)C6=NC(=CS6)C(=O)NCCC[S+](C)C)O. Cell line: HOP-62. Synergy scores: CSS=53.1, Synergy_ZIP=3.50, Synergy_Bliss=1.77, Synergy_Loewe=-25.2, Synergy_HSA=2.59.